Task: Predict the reactants needed to synthesize the given product.. Dataset: Full USPTO retrosynthesis dataset with 1.9M reactions from patents (1976-2016) (1) Given the product [C:1]([CH2:5][O:6][C:10]([O:9][CH2:7][CH3:8])=[O:11])([F:4])([F:3])[F:2], predict the reactants needed to synthesize it. The reactants are: [C:1]([CH2:5][OH:6])([F:4])([F:3])[F:2].[CH2:7]([O:9][C:10](Cl)=[O:11])[CH3:8]. (2) Given the product [C:1]([O:4][C@@H:5]1[C@@H:10]([O:11][C:12](=[O:14])[CH3:13])[C@H:9]([O:15][C:16](=[O:18])[CH3:17])[C@@H:8]([CH2:19][O:20][C:21](=[O:23])[CH3:22])[O:7][C@H:6]1[C:24]1[CH:29]=[CH:28][C:27]([CH3:30])=[C:26]([CH2:31][C:32]2[S:33][C:34]([C:44]3[CH:43]=[CH:42][CH:41]=[C:40]([C:38]#[N:39])[CH:45]=3)=[CH:35][CH:36]=2)[CH:25]=1)(=[O:3])[CH3:2], predict the reactants needed to synthesize it. The reactants are: [C:1]([O:4][C@@H:5]1[C@@H:10]([O:11][C:12](=[O:14])[CH3:13])[C@H:9]([O:15][C:16](=[O:18])[CH3:17])[C@@H:8]([CH2:19][O:20][C:21](=[O:23])[CH3:22])[O:7][C@H:6]1[C:24]1[CH:29]=[CH:28][C:27]([CH3:30])=[C:26]([CH2:31][C:32]2[S:33][C:34](Cl)=[CH:35][CH:36]=2)[CH:25]=1)(=[O:3])[CH3:2].[C:38]([C:40]1[CH:41]=[C:42](B(O)O)[CH:43]=[CH:44][CH:45]=1)#[N:39]. (3) Given the product [Cl:1][C:2]1[CH:3]=[N:4][CH:5]=[C:6]([Cl:9])[C:7]=1[CH2:8][C:12]([C:14]1[C:31]2[O:30][CH2:29][C:21]3([CH2:26][O:25][C:24]([CH3:28])([CH3:27])[O:23][CH2:22]3)[CH2:20][O:19][C:18]=2[C:17]([O:32][CH3:33])=[CH:16][CH:15]=1)=[O:11], predict the reactants needed to synthesize it. The reactants are: [Cl:1][C:2]1[CH:3]=[N:4][CH:5]=[C:6]([Cl:9])[C:7]=1[CH3:8].C[O:11][C:12]([C:14]1[C:31]2[O:30][CH2:29][C:21]3([CH2:26][O:25][C:24]([CH3:28])([CH3:27])[O:23][CH2:22]3)[CH2:20][O:19][C:18]=2[C:17]([O:32][CH3:33])=[CH:16][CH:15]=1)=O.[Li+].C[Si]([N-][Si](C)(C)C)(C)C. (4) The reactants are: Cl.[CH3:2][O:3][C:4]1[CH:5]=[C:6](/[CH:16]=[CH:17]/[C:18](=[NH:22])OCC)[CH:7]=[CH:8][C:9]=1[N:10]1[CH:14]=[C:13]([CH3:15])[N:12]=[CH:11]1.C(N(CC)CC)C.Cl.Cl[CH2:32][CH2:33][CH2:34][CH:35]([C:40]1[CH:45]=[CH:44][C:43]([N:46]([CH3:48])[CH3:47])=[CH:42][CH:41]=1)[C:36]([NH:38][NH2:39])=O. Given the product [CH3:2][O:3][C:4]1[CH:5]=[C:6](/[CH:16]=[CH:17]/[C:18]2[N:22]=[C:36]3[CH:35]([C:40]4[CH:45]=[CH:44][C:43]([N:46]([CH3:48])[CH3:47])=[CH:42][CH:41]=4)[CH2:34][CH2:33][CH2:32][N:38]3[N:39]=2)[CH:7]=[CH:8][C:9]=1[N:10]1[CH:14]=[C:13]([CH3:15])[N:12]=[CH:11]1, predict the reactants needed to synthesize it. (5) Given the product [Cl:1][C:2]1[CH:32]=[C:31]([OH:33])[C:5]2[NH:6][C:7](=[O:30])[CH:8]([CH2:22][C:23]3[CH:28]=[CH:27][CH:26]=[CH:25][C:24]=3[Cl:29])[N:9]=[C:10]([C:11]3[CH:21]=[CH:20][C:14]4[NH:15][C:16](=[O:19])[N:17]([CH3:18])[C:13]=4[CH:12]=3)[C:4]=2[CH:3]=1, predict the reactants needed to synthesize it. The reactants are: [Cl:1][C:2]1[CH:32]=[C:31]([O:33]C)[C:5]2[NH:6][C:7](=[O:30])[CH:8]([CH2:22][C:23]3[CH:28]=[CH:27][CH:26]=[CH:25][C:24]=3[Cl:29])[N:9]=[C:10]([C:11]3[CH:21]=[CH:20][C:14]4[NH:15][C:16](=[O:19])[N:17]([CH3:18])[C:13]=4[CH:12]=3)[C:4]=2[CH:3]=1.B(Br)(Br)Br. (6) Given the product [ClH:19].[ClH:19].[NH2:1][C:2]1[N:7]=[CH:6][C:5]([O:8][C@H:9]2[CH:16]3[CH2:17][N:12]4[CH2:13][CH:14]([CH2:18][CH:10]2[CH2:11]4)[CH2:15]3)=[CH:4][CH:3]=1, predict the reactants needed to synthesize it. The reactants are: [NH2:1][C:2]1[N:7]=[CH:6][C:5]([O:8][C@H:9]2[CH:16]3[CH2:17][N:12]4[CH2:13][CH:14]([CH2:18][CH:10]2[CH2:11]4)[CH2:15]3)=[CH:4][CH:3]=1.[ClH:19].O1CCOCC1. (7) Given the product [CH2:12]([O:14][C:15]([C:17]1[S:21][C:20]2=[N:22][C:3]([C:5]3[CH:10]=[CH:9][C:8]([F:11])=[CH:7][CH:6]=3)=[CH:2][N:19]2[C:18]=1[CH3:23])=[O:16])[CH3:13], predict the reactants needed to synthesize it. The reactants are: Br[CH2:2][C:3]([C:5]1[CH:10]=[CH:9][C:8]([F:11])=[CH:7][CH:6]=1)=O.[CH2:12]([O:14][C:15]([C:17]1[S:21][C:20]([NH2:22])=[N:19][C:18]=1[CH3:23])=[O:16])[CH3:13]. (8) The reactants are: [F:1][CH:2]([F:25])[O:3][C:4]1[CH:24]=[CH:23][C:7]2[NH:8][C:9]([S:11][CH2:12][C:13]3[C:18]([O:19][CH3:20])=[C:17]([O:21][CH3:22])[CH:16]=[CH:15][N:14]=3)=[N:10][C:6]=2[CH:5]=1.C([O-])([O-])=[O:27].[Na+].[Na+].[O-]S([O-])(=S)=O.[Na+].[Na+].C(O)(=O)C. Given the product [CH3:22][O:21][C:17]1[CH:16]=[CH:15][N:14]=[C:13]([CH2:12][S+:11]([O-:27])[C:9]2[NH:8][C:7]3[CH:23]=[CH:24][C:4]([O:3][CH:2]([F:1])[F:25])=[CH:5][C:6]=3[N:10]=2)[C:18]=1[O:19][CH3:20], predict the reactants needed to synthesize it.